From a dataset of Reaction yield outcomes from USPTO patents with 853,638 reactions. Predict the reaction yield, written as a fraction of the theoretical maximum amount of product (1.0 means a 100% yield; for example, 0.34 means a 34% yield). (1) The reactants are [NH2:1][C:2]1[CH:17]=[CH:16][C:5]([O:6][C:7]2[CH:12]=[CH:11][N:10]=[C:9]([C:13]([NH2:15])=[O:14])[CH:8]=2)=[C:4]([F:18])[CH:3]=1.C(OC1C=CC(NC2N=CN=C(OC3C=CC(NC(=O)CC(NC4C=CC(F)=CC=4)=O)=CC=3F)C=2)=CC=1)C1C=CC=CC=1.CCN(C(C)C)C(C)C.Cl[C:72](=[O:79])[CH2:73][C:74]([O:76][CH2:77][CH3:78])=[O:75]. The catalyst is CN(C=O)C.CCOC(C)=O. The product is [C:13]([C:9]1[CH:8]=[C:7]([O:6][C:5]2[CH:16]=[CH:17][C:2]([NH:1][C:72](=[O:79])[CH2:73][C:74]([O:76][CH2:77][CH3:78])=[O:75])=[CH:3][C:4]=2[F:18])[CH:12]=[CH:11][N:10]=1)(=[O:14])[NH2:15]. The yield is 0.620. (2) The reactants are [CH:1]([C:3]1[NH:4][C:5]2[CH2:6][CH2:7][CH2:8][CH2:9][C:10]=2[C:11]=1[CH:12]([CH3:16])C(O)=O)=O.[CH:17]([NH:20][S:21]([C:24]1[CH:25]=[C:26]2[C:30](=[CH:31][CH:32]=1)[NH:29][C:28](=[O:33])[CH2:27]2)(=[O:23])=[O:22])([CH3:19])[CH3:18].N1CCCCC1.[C:40]([OH:43])(=[O:42])C. The catalyst is C(O)C. The product is [CH:17]([NH:20][S:21]([C:24]1[CH:25]=[C:26]2[C:30](=[CH:31][CH:32]=1)[NH:29][C:28](=[O:33])[C:27]2=[CH:1][C:3]1[NH:4][C:5]2[CH2:6][CH2:7][CH2:8][CH2:9][C:10]=2[C:11]=1[CH2:12][CH2:16][C:40]([OH:43])=[O:42])(=[O:23])=[O:22])([CH3:19])[CH3:18]. The yield is 0.800. (3) The reactants are [Cl:1][C:2]1[N:10]([C:11]2[CH:16]=[CH:15][C:14]([C:17]3[C:22]([O:23]C)=[CH:21][CH:20]=[CH:19][C:18]=3[Cl:25])=[CH:13][CH:12]=2)[C:9]2[C:8]([OH:26])=[C:7]([C:27]#[N:28])[C:6](=[O:29])[NH:5][C:4]=2[CH:3]=1.B(Br)(Br)Br.O. The catalyst is C(Cl)Cl. The product is [Cl:1][C:2]1[N:10]([C:11]2[CH:12]=[CH:13][C:14]([C:17]3[C:22]([OH:23])=[CH:21][CH:20]=[CH:19][C:18]=3[Cl:25])=[CH:15][CH:16]=2)[C:9]2[C:8]([OH:26])=[C:7]([C:27]#[N:28])[C:6](=[O:29])[NH:5][C:4]=2[CH:3]=1. The yield is 0.0800.